This data is from Reaction yield outcomes from USPTO patents with 853,638 reactions. The task is: Predict the reaction yield, written as a fraction of the theoretical maximum amount of product (1.0 means a 100% yield; for example, 0.34 means a 34% yield). (1) The reactants are [C:1]([O:5][C:6](=[O:39])[NH:7][C:8]1([C:12]2[CH:17]=[CH:16][C:15]([C:18]3[N:19]=[C:20]4[CH:25]=[C:24]([C:26](=[O:31])N(OC)C)[CH:23]=[CH:22][N:21]4[C:32]=3[C:33]3[CH:38]=[CH:37][CH:36]=[CH:35][CH:34]=3)=[CH:14][CH:13]=2)[CH2:11][CH2:10][CH2:9]1)([CH3:4])([CH3:3])[CH3:2].[CH3:40][Mg]Cl.[NH4+].[Cl-]. The catalyst is C1COCC1. The product is [C:1]([O:5][C:6](=[O:39])[NH:7][C:8]1([C:12]2[CH:17]=[CH:16][C:15]([C:18]3[N:19]=[C:20]4[CH:25]=[C:24]([C:26](=[O:31])[CH3:40])[CH:23]=[CH:22][N:21]4[C:32]=3[C:33]3[CH:38]=[CH:37][CH:36]=[CH:35][CH:34]=3)=[CH:14][CH:13]=2)[CH2:11][CH2:10][CH2:9]1)([CH3:3])([CH3:2])[CH3:4]. The yield is 0.660. (2) The reactants are [OH:1][CH2:2][CH2:3][N:4]1[C:8]([CH3:9])=[CH:7][C:6]([C:10]([O:12][CH2:13][CH3:14])=[O:11])=[N:5]1.C(N(CC)CC)C.[Si:22](Cl)([C:25]([CH3:28])([CH3:27])[CH3:26])([CH3:24])[CH3:23]. The catalyst is ClCCl. The product is [Si:22]([O:1][CH2:2][CH2:3][N:4]1[C:8]([CH3:9])=[CH:7][C:6]([C:10]([O:12][CH2:13][CH3:14])=[O:11])=[N:5]1)([C:25]([CH3:28])([CH3:27])[CH3:26])([CH3:24])[CH3:23]. The yield is 1.00. (3) The catalyst is C1COCC1. The reactants are [H-].[Al+3].[Li+].[H-].[H-].[H-].[Cl:7][C:8]1[N:12]([C:13]2[CH:18]=[CH:17][CH:16]=[CH:15][CH:14]=2)[N:11]=[C:10]([C:19]([F:22])([F:21])[F:20])[C:9]=1[CH:23]=[O:24].C(OCC)(=O)C.O. The yield is 0.999. The product is [Cl:7][C:8]1[N:12]([C:13]2[CH:14]=[CH:15][CH:16]=[CH:17][CH:18]=2)[N:11]=[C:10]([C:19]([F:21])([F:20])[F:22])[C:9]=1[CH2:23][OH:24]. (4) The reactants are [NH2:1][C:2]1[N:7]=[CH:6][C:5]([O:8][C:9]2[CH:10]=[CH:11][C:12]([CH3:23])=[C:13]([NH:15][C:16](=[O:22])[O:17][C:18]([CH3:21])([CH3:20])[CH3:19])[CH:14]=2)=[CH:4][CH:3]=1.[N:24]([C:27]([O:29][CH2:30][CH3:31])=[O:28])=[C:25]=[S:26]. The catalyst is CS(C)=O. The product is [C:18]([O:17][C:16]([NH:15][C:13]1[CH:14]=[C:9]([CH:10]=[CH:11][C:12]=1[CH3:23])[O:8][C:5]1[CH:4]=[CH:3][C:2]([NH:1][C:25]([NH:24][C:27](=[O:28])[O:29][CH2:30][CH3:31])=[S:26])=[N:7][CH:6]=1)=[O:22])([CH3:19])([CH3:20])[CH3:21]. The yield is 0.490.